This data is from Full USPTO retrosynthesis dataset with 1.9M reactions from patents (1976-2016). The task is: Predict the reactants needed to synthesize the given product. Given the product [C:17]([C:14]1[CH:15]=[C:16]2[C:11](=[CH:12][C:13]=1[O:19][CH2:20][C@H:21]([OH:28])[CH2:22][N:23]([CH2:26][CH3:27])[CH2:24][CH3:25])[N:10]=[CH:9][CH:8]=[C:7]2[O:6][C:5]1[CH:4]=[CH:3][C:2]([NH:1][C:38]([NH:39][C:40]2[S:41][CH:42]=[CH:43][N:44]=2)=[O:37])=[CH:30][CH:29]=1)#[N:18], predict the reactants needed to synthesize it. The reactants are: [NH2:1][C:2]1[CH:30]=[CH:29][C:5]([O:6][C:7]2[C:16]3[C:11](=[CH:12][C:13]([O:19][CH2:20][C@H:21]([OH:28])[CH2:22][N:23]([CH2:26][CH3:27])[CH2:24][CH3:25])=[C:14]([C:17]#[N:18])[CH:15]=3)[N:10]=[CH:9][CH:8]=2)=[CH:4][CH:3]=1.C1([O:37][C:38](=O)[NH:39][C:40]2[S:41][CH:42]=[CH:43][N:44]=2)C=CC=CC=1.O.C(OCC)(=O)C.O1CCCC1.